Dataset: Full USPTO retrosynthesis dataset with 1.9M reactions from patents (1976-2016). Task: Predict the reactants needed to synthesize the given product. (1) The reactants are: F[C:2]1[CH:11]=[CH:10][C:5]([C:6]([O:8][CH3:9])=[O:7])=[CH:4][C:3]=1[CH3:12].[Br:13][C:14]1[C:19]([CH2:20][CH3:21])=[CH:18][CH:17]=[CH:16][C:15]=1[OH:22].C(=O)([O-])[O-].[K+].[K+].O. Given the product [Br:13][C:14]1[C:19]([CH2:20][CH3:21])=[CH:18][CH:17]=[CH:16][C:15]=1[O:22][C:2]1[CH:11]=[CH:10][C:5]([C:6]([O:8][CH3:9])=[O:7])=[CH:4][C:3]=1[CH3:12], predict the reactants needed to synthesize it. (2) Given the product [NH2:39][S:36]([C:32]1[S:31][C:30]([N:29]([CH3:28])[C:14](=[O:16])[CH2:13][C:10]2[CH:9]=[CH:8][C:7]([C:2]3[CH:3]=[CH:4][CH:5]=[CH:6][N:1]=3)=[CH:12][CH:11]=2)=[N:34][C:33]=1[CH3:35])(=[O:37])=[O:38], predict the reactants needed to synthesize it. The reactants are: [N:1]1[CH:6]=[CH:5][CH:4]=[CH:3][C:2]=1[C:7]1[CH:12]=[CH:11][C:10]([CH2:13][C:14]([OH:16])=O)=[CH:9][CH:8]=1.O.ON1C2C=CC=CC=2N=N1.[CH3:28][NH:29][C:30]1[S:31][C:32]([S:36]([NH2:39])(=[O:38])=[O:37])=[C:33]([CH3:35])[N:34]=1.Cl.CN(C)CCCN=C=NCC.